This data is from Full USPTO retrosynthesis dataset with 1.9M reactions from patents (1976-2016). The task is: Predict the reactants needed to synthesize the given product. (1) Given the product [CH2:31]([N:28]1[C:23]2=[N:24][C:25]([CH2:26][CH3:27])=[C:20]([CH2:19][NH:18][C:16](=[O:17])[C:15]3[CH:40]=[CH:41][C:12]([NH:11][C:9](=[O:10])[CH2:8][CH2:7][CH2:6][CH2:5][CH2:4][CH2:3][CH2:2][N:43]([CH2:44][CH2:45][OH:46])[CH3:42])=[CH:13][CH:14]=3)[C:21]([NH:33][CH:34]3[CH2:39][CH2:38][O:37][CH2:36][CH2:35]3)=[C:22]2[CH:30]=[N:29]1)[CH3:32], predict the reactants needed to synthesize it. The reactants are: Br[CH2:2][CH2:3][CH2:4][CH2:5][CH2:6][CH2:7][CH2:8][C:9]([NH:11][C:12]1[CH:41]=[CH:40][C:15]([C:16]([NH:18][CH2:19][C:20]2[C:21]([NH:33][CH:34]3[CH2:39][CH2:38][O:37][CH2:36][CH2:35]3)=[C:22]3[CH:30]=[N:29][N:28]([CH2:31][CH3:32])[C:23]3=[N:24][C:25]=2[CH2:26][CH3:27])=[O:17])=[CH:14][CH:13]=1)=[O:10].[CH3:42][NH:43][CH2:44][CH2:45][OH:46].C(N(CC)C(C)C)(C)C. (2) Given the product [CH2:1]([O:8][C:9]([N:11]1[CH2:16][CH2:15][CH:14]([C:17]2[CH:22]=[CH:21][C:20]([C:23]([OH:25])=[O:24])=[CH:19][C:18]=2[C:27]([F:30])([F:28])[F:29])[CH2:13][CH2:12]1)=[O:10])[C:2]1[CH:3]=[CH:4][CH:5]=[CH:6][CH:7]=1, predict the reactants needed to synthesize it. The reactants are: [CH2:1]([O:8][C:9]([N:11]1[CH2:16][CH2:15][CH:14]([C:17]2[CH:22]=[CH:21][C:20]([C:23]([O:25]C)=[O:24])=[CH:19][C:18]=2[C:27]([F:30])([F:29])[F:28])[CH2:13][CH2:12]1)=[O:10])[C:2]1[CH:7]=[CH:6][CH:5]=[CH:4][CH:3]=1.C(=O)([O-])[O-].[K+].[K+]. (3) Given the product [Br:1][C:2]1[CH:8]=[CH:7][C:5]([NH:6][C:16](=[O:17])[O:18][C:19]([CH3:22])([CH3:21])[CH3:20])=[CH:4][C:3]=1[O:9][C:10]([F:12])([F:11])[F:13], predict the reactants needed to synthesize it. The reactants are: [Br:1][C:2]1[CH:8]=[CH:7][C:5]([NH2:6])=[CH:4][C:3]=1[O:9][C:10]([F:13])([F:12])[F:11].[OH-].[Na+].[C:16](O[C:16]([O:18][C:19]([CH3:22])([CH3:21])[CH3:20])=[O:17])([O:18][C:19]([CH3:22])([CH3:21])[CH3:20])=[O:17]. (4) Given the product [C:1]([NH:4][C:5]([CH:26]1[CH2:32][C@H:31]2[N:33]([CH2:38][C:37]3[CH:40]=[CH:41][C:42]([Cl:43])=[C:35]([Cl:34])[CH:36]=3)[C@H:28]([CH2:29][CH2:30]2)[CH2:27]1)([CH2:13][CH2:14][CH2:15][CH2:16][B:17]1[O:21][C:20]([CH3:22])([CH3:23])[C:19]([CH3:24])([CH3:25])[O:18]1)[C:6]([NH:8][C:9]([CH3:10])([CH3:11])[CH3:12])=[O:7])(=[O:3])[CH3:2], predict the reactants needed to synthesize it. The reactants are: [C:1]([NH:4][C:5]([CH:26]1[CH2:32][C@H:31]2[NH:33][C@H:28]([CH2:29][CH2:30]2)[CH2:27]1)([CH2:13][CH2:14][CH2:15][CH2:16][B:17]1[O:21][C:20]([CH3:23])([CH3:22])[C:19]([CH3:25])([CH3:24])[O:18]1)[C:6]([NH:8][C:9]([CH3:12])([CH3:11])[CH3:10])=[O:7])(=[O:3])[CH3:2].[Cl:34][C:35]1[CH:36]=[C:37]([CH:40]=[CH:41][C:42]=1[Cl:43])[CH:38]=O.C(O)(=O)C.C(O[BH-](OC(=O)C)OC(=O)C)(=O)C.[Na+]. (5) Given the product [CH3:19][S:20]([O:1][CH:2]1[CH2:5][N:4]([C:6]2[O:7][CH:8]=[C:9]([C:11]([N:13]3[CH2:16][CH:15]([O:17][CH3:18])[CH2:14]3)=[O:12])[N:10]=2)[CH2:3]1)(=[O:22])=[O:21], predict the reactants needed to synthesize it. The reactants are: [OH:1][CH:2]1[CH2:5][N:4]([C:6]2[O:7][CH:8]=[C:9]([C:11]([N:13]3[CH2:16][CH:15]([O:17][CH3:18])[CH2:14]3)=[O:12])[N:10]=2)[CH2:3]1.[CH3:19][S:20](Cl)(=[O:22])=[O:21].C(N(CC)CC)C. (6) Given the product [Br:1][C:2]1[CH:11]=[CH:10][C:9]([S:12]([Cl:17])(=[O:15])=[O:13])=[C:8]2[C:3]=1[CH:4]=[CH:5][N:6]=[CH:7]2, predict the reactants needed to synthesize it. The reactants are: [Br:1][C:2]1[CH:11]=[CH:10][C:9]([S:12]([OH:15])(=O)=[O:13])=[C:8]2[C:3]=1[CH:4]=[CH:5][N:6]=[CH:7]2.P(Cl)(Cl)(Cl)(Cl)[Cl:17]. (7) Given the product [CH3:13][O:12][C:7]1[CH:8]=[C:9]2[C:4](=[CH:5][CH:6]=1)[CH:3]=[C:2]([B:20]([OH:21])[OH:19])[CH:11]=[CH:10]2, predict the reactants needed to synthesize it. The reactants are: Br[C:2]1[CH:3]=[C:4]2[C:9](=[CH:10][CH:11]=1)[CH:8]=[C:7]([OH:12])[CH:6]=[CH:5]2.[CH2:13]([Li])CCC.C[O:19][B:20](OC)[O:21]C.[Cl-].[NH4+].